Dataset: Full USPTO retrosynthesis dataset with 1.9M reactions from patents (1976-2016). Task: Predict the reactants needed to synthesize the given product. (1) Given the product [F:1][C:2]1[CH:3]=[C:4]([CH:8]=[CH:9][C:10]=1[N:11]1[CH2:16][CH2:15][N:14]([CH3:17])[CH2:13][CH2:12]1)[C:5]([NH2:20])=[O:6], predict the reactants needed to synthesize it. The reactants are: [F:1][C:2]1[CH:3]=[C:4]([CH:8]=[CH:9][C:10]=1[N:11]1[CH2:16][CH2:15][N:14]([CH3:17])[CH2:13][CH2:12]1)[C:5](O)=[O:6].C([N:20](CC)CC)C.ClC(OCC(C)C)=O.N. (2) Given the product [C:32]([C:25]1[CH:24]=[CH:23][C:22]([CH2:21][CH2:20][CH:19]([OH:30])[CH2:18][N:15]2[CH2:16][CH2:17][N:12]([CH2:11][C:10]([NH:9][C:3]3[C:2]([CH3:1])=[CH:7][CH:6]=[CH:5][C:4]=3[CH3:8])=[O:31])[CH2:13][CH2:14]2)=[CH:27][CH:26]=1)([CH3:35])([CH3:34])[CH3:33], predict the reactants needed to synthesize it. The reactants are: [CH3:1][C:2]1[CH:7]=[CH:6][CH:5]=[C:4]([CH3:8])[C:3]=1[NH:9][C:10](=[O:31])[CH2:11][N:12]1[CH2:17][CH2:16][N:15]([CH2:18][CH:19]([OH:30])[CH2:20][CH2:21][C:22]2[CH:27]=[CH:26][C:25](OC)=[CH:24][CH:23]=2)[CH2:14][CH2:13]1.[C:32](C1C=CC(CCl)=CC=1)([CH3:35])([CH3:34])[CH3:33].COC1C=CC(CCl)=CC=1.